This data is from NCI-60 drug combinations with 297,098 pairs across 59 cell lines. The task is: Regression. Given two drug SMILES strings and cell line genomic features, predict the synergy score measuring deviation from expected non-interaction effect. (1) Drug 1: CC1=C(C(=CC=C1)Cl)NC(=O)C2=CN=C(S2)NC3=CC(=NC(=N3)C)N4CCN(CC4)CCO. Drug 2: B(C(CC(C)C)NC(=O)C(CC1=CC=CC=C1)NC(=O)C2=NC=CN=C2)(O)O. Cell line: SK-MEL-5. Synergy scores: CSS=32.8, Synergy_ZIP=1.16, Synergy_Bliss=0.893, Synergy_Loewe=-21.3, Synergy_HSA=-0.490. (2) Drug 1: C1=CC(=C2C(=C1NCCNCCO)C(=O)C3=C(C=CC(=C3C2=O)O)O)NCCNCCO. Drug 2: C1=CC=C(C(=C1)C(C2=CC=C(C=C2)Cl)C(Cl)Cl)Cl. Cell line: K-562. Synergy scores: CSS=60.9, Synergy_ZIP=8.71, Synergy_Bliss=6.84, Synergy_Loewe=-46.7, Synergy_HSA=8.46. (3) Drug 1: C1=CC(=CC=C1CCC2=CNC3=C2C(=O)NC(=N3)N)C(=O)NC(CCC(=O)O)C(=O)O. Drug 2: CC1CCC2CC(C(=CC=CC=CC(CC(C(=O)C(C(C(=CC(C(=O)CC(OC(=O)C3CCCCN3C(=O)C(=O)C1(O2)O)C(C)CC4CCC(C(C4)OC)O)C)C)O)OC)C)C)C)OC. Cell line: CAKI-1. Synergy scores: CSS=27.5, Synergy_ZIP=-12.6, Synergy_Bliss=-11.5, Synergy_Loewe=-12.2, Synergy_HSA=-3.71. (4) Synergy scores: CSS=3.39, Synergy_ZIP=-0.839, Synergy_Bliss=0.478, Synergy_Loewe=0.0966, Synergy_HSA=-0.225. Drug 2: C1CCC(C1)C(CC#N)N2C=C(C=N2)C3=C4C=CNC4=NC=N3. Cell line: SF-295. Drug 1: C1CCN(CC1)CCOC2=CC=C(C=C2)C(=O)C3=C(SC4=C3C=CC(=C4)O)C5=CC=C(C=C5)O.